The task is: Binary Classification. Given a drug SMILES string, predict its activity (active/inactive) in a high-throughput screening assay against a specified biological target.. This data is from Kir2.1 potassium channel HTS with 301,493 compounds. (1) The drug is OC(C1CCCCC1)(c1ccccc1)C(OCCC[N+](CC)(CC)C)=O. The result is 0 (inactive). (2) The molecule is O1C(CCC1)CNC(=O)CCCOc1ccccc1. The result is 0 (inactive). (3) The molecule is o1c2c(C(N(CCCN3CCOCC3)C2=O)c2cc(OCC)c(OCC)cc2)c(=O)c2c1cccc2. The result is 0 (inactive).